The task is: Binary Classification. Given a miRNA mature sequence and a target amino acid sequence, predict their likelihood of interaction.. This data is from Experimentally validated miRNA-target interactions with 360,000+ pairs, plus equal number of negative samples. (1) The miRNA is hsa-miR-6765-3p with sequence UCACCUGGCUGGCCCGCCCAG. The protein sequence of the target gene is MVAAVATAWLLLWAAACAQSEQDFYDFKAVNIRGKLVSLEKYRGSVSLVVNVASECGFTDQNYRALQQLQRDLGPHHFNVLAFPCNQFGQQEPDTNREIENFARRTYSVSFPMFSKIAVTGTGAHPAFKYLTQTSGKEPTWNFWKYLVDPDGKVVGAWDPTVPVAEIKPRITEQVMKLILRKREDL. Result: 0 (no interaction). (2) The miRNA is hsa-miR-561-5p with sequence AUCAAGGAUCUUAAACUUUGCC. The protein sequence of the target gene is MRKTNMWFLERLRGSGENGAARGVGSEAGDKASKGPLYSNVLTPDKIPDFFIPPKLPSGPAEGEGQAALGPSTSEQNLASAAPRQTPRSPRLPAKLAAESKSLLKAATRHVIQIESAEDWLSEEATDADPQAQGAMSLPSVPKAQTSYGFAMLAESPHTRRKESLFHSEHGALAQVGSPGAGRRRAAAKANGGDGGPREAGGALMSPGRYFSGGESDTGSSAESSPFGSPLLSRSVSLLKGFAQDSQAKVSQLRHSVGRHGSLSADDSTPDASPGSRRRLTRRAPPEPGPESGQARGEHT.... Result: 0 (no interaction). (3) The miRNA is mmu-miR-15a-5p with sequence UAGCAGCACAUAAUGGUUUGUG. The protein sequence of the target gene is MGSVLGLCSVASWIPCLCGSAPCLLCRCCPSGNNSTVTRLIYALFLLVGVCVACVMLIPGMEEQLNKIPGFCENEKGVVPCNILVGYKAVYRLCFGLAMFYLLLSLLMIKVKSSSDPRAAVHNGFWFFKFATAVAIIIGAFFIPEGTFTTVWFYVGMAGAFCFILIQLVLLIDFAHSWNESWVEKMEEGNSRCWYAALLSATALNYLLSLVAVVLFFVYYTHPASCAENKAFISVNMLLCIGASVMSILPKIQESQPRSGLLQSSVITVYTMYLTWSAMTNEPETNCNPSLLSIIGFNTT.... Result: 1 (interaction). (4) The miRNA is hsa-miR-1343-5p with sequence UGGGGAGCGGCCCCCGGGUGGG. The protein sequence of the target gene is MAAAGAPDGMEEPGMDTEAETVATEAPARPVNCLEAEAAAGAAAEDSGAARGSLQPAPAQPPGDPAAQASVSNGEDAGGGAGRELVDLKIIWNKTKHDVKFPLDSTGSELKQKIHSITGLPPAMQKVMYKGLVPEDKTLREIKVTSGAKIMVVGSTINDVLAVNTPKDAAQQDAKAEENKKEPLCRQKQHRKVLDKGKPEDVMPSVKGAQERLPTVPLSGMYNKSGGKVRLTFKLEQDQLWIGTKERTEKLPMGSIKNVVSEPIEGHEDYHMMAFQLGPTEASYYWVYWVPTQYVDAIKD.... Result: 1 (interaction).